This data is from Reaction yield outcomes from USPTO patents with 853,638 reactions. The task is: Predict the reaction yield, written as a fraction of the theoretical maximum amount of product (1.0 means a 100% yield; for example, 0.34 means a 34% yield). (1) The reactants are Br[C:2]1[N:10]=[CH:9][C:8]2[NH:7][C:6]3[N:11]=[CH:12][C:13]([C:15]4[CH:20]=[CH:19][C:18]([CH2:21][N:22]5[CH2:27][CH2:26][CH2:25][CH2:24][CH2:23]5)=[CH:17][CH:16]=4)=[CH:14][C:5]=3[C:4]=2[CH:3]=1.[CH3:28][N:29]1[C:33]([Sn](CCCC)(CCCC)CCCC)=[CH:32][N:31]=[CH:30]1.[Cl-].[Li+]. The catalyst is O1CCOCC1.C(Cl)Cl.CO.C1C=CC([P]([Pd]([P](C2C=CC=CC=2)(C2C=CC=CC=2)C2C=CC=CC=2)([P](C2C=CC=CC=2)(C2C=CC=CC=2)C2C=CC=CC=2)[P](C2C=CC=CC=2)(C2C=CC=CC=2)C2C=CC=CC=2)(C2C=CC=CC=2)C2C=CC=CC=2)=CC=1. The product is [CH3:28][N:29]1[C:33]([C:2]2[N:10]=[CH:9][C:8]3[NH:7][C:6]4[N:11]=[CH:12][C:13]([C:15]5[CH:16]=[CH:17][C:18]([CH2:21][N:22]6[CH2:23][CH2:24][CH2:25][CH2:26][CH2:27]6)=[CH:19][CH:20]=5)=[CH:14][C:5]=4[C:4]=3[CH:3]=2)=[CH:32][N:31]=[CH:30]1. The yield is 0.200. (2) The reactants are [CH3:1][N:2]1[C@@H:19]2[CH2:20][C:7]3[CH:8]=[CH:9][C:10]([O:22][CH3:23])=[C:11]4[O:12][C@H:13]5[C:14]([CH2:16][CH2:17][C@:18]2([OH:21])[C@:5]5([C:6]=34)[CH2:4][CH2:3]1)=[O:15].Cl.C([O-])(O)=O.[Na+]. The catalyst is O. The product is [CH3:1][N:2]1[C@@H:19]2[CH2:20][C:7]3[CH:8]=[CH:9][C:10]([O:22][CH3:23])=[C:11]4[O:12][C@H:13]5[C:14]([CH2:16][CH2:17][C@:18]2([OH:21])[C@:5]5([C:6]=34)[CH2:4][CH2:3]1)=[O:15]. The yield is 0.980. (3) The reactants are [Cl:1][C:2]1[CH:27]=[CH:26][C:5]([O:6][C:7]([N:9]([CH3:25])[C@H:10]2[CH2:15][CH2:14][C@H:13]([C:16]#[C:17][CH2:18][CH2:19]OS(C)(=O)=O)[CH2:12][CH2:11]2)=[O:8])=[CH:4][CH:3]=1.[CH3:28][NH:29][CH3:30]. The catalyst is CO. The product is [Cl:1][C:2]1[CH:27]=[CH:26][C:5]([O:6][C:7](=[O:8])[N:9]([C@H:10]2[CH2:15][CH2:14][C@H:13]([C:16]#[C:17][CH2:18][CH2:19][N:29]([CH3:30])[CH3:28])[CH2:12][CH2:11]2)[CH3:25])=[CH:4][CH:3]=1. The yield is 0.340. (4) The reactants are [C:1](#[N:4])[CH2:2][CH3:3].C1COCC1.C[Si]([N-][Si](C)(C)C)(C)C.[Li+].[C:20](OC)(=[O:24])[CH:21]([CH3:23])[CH3:22]. The catalyst is O. The product is [CH3:3][CH:2]([C:20](=[O:24])[CH:21]([CH3:23])[CH3:22])[C:1]#[N:4]. The yield is 0.429. (5) The reactants are [CH3:1][C@H:2]1[CH2:7][N:6]([C:8]2[CH:13]=[CH:12][N:11]=[CH:10][C:9]=2[N+:14]([O-])=O)[CH2:5][C@@H:4]([NH:17][C:18](=[O:24])[O:19][C:20]([CH3:23])([CH3:22])[CH3:21])[CH2:3]1.CC(O)=O.O. The catalyst is [Fe]. The product is [NH2:14][C:9]1[CH:10]=[N:11][CH:12]=[CH:13][C:8]=1[N:6]1[CH2:7][C@H:2]([CH3:1])[CH2:3][C@H:4]([NH:17][C:18](=[O:24])[O:19][C:20]([CH3:23])([CH3:22])[CH3:21])[CH2:5]1. The yield is 0.600. (6) The reactants are [N:1]12[CH2:4][CH:3]1[CH2:2]2.Br.BrC(CBr)CN.[NH:12]1[CH2:17][CH2:16][O:15][CH2:14][CH2:13]1.S(=O)(=O)(O)O.[OH-].[Ca+2].[OH-]. The catalyst is C(O)C.O. The product is [NH:1]1[CH2:4][CH:3]([N:12]2[CH2:17][CH2:16][O:15][CH2:14][CH2:13]2)[CH2:2]1. The yield is 0.330. (7) The reactants are [C:1]([NH:7][C:8]1[NH:9][C:10](=[O:19])[C:11]2[CH:17]=[C:16](Br)[CH:15]=[N:14][C:12]=2[N:13]=1)(=[O:6])[C:2]([CH3:5])([CH3:4])[CH3:3].O.[F:21][C:22]1[CH:27]=[CH:26][C:25](B(O)O)=[CH:24][CH:23]=1.C([O-])([O-])=O.[K+].[K+]. The catalyst is O1CCOCC1.C1C=CC([P]([Pd]([P](C2C=CC=CC=2)(C2C=CC=CC=2)C2C=CC=CC=2)([P](C2C=CC=CC=2)(C2C=CC=CC=2)C2C=CC=CC=2)[P](C2C=CC=CC=2)(C2C=CC=CC=2)C2C=CC=CC=2)(C2C=CC=CC=2)C2C=CC=CC=2)=CC=1. The product is [C:1]([NH:7][C:8]1[NH:9][C:10](=[O:19])[C:11]2[CH:17]=[C:16]([C:25]3[CH:26]=[CH:27][C:22]([F:21])=[CH:23][CH:24]=3)[CH:15]=[N:14][C:12]=2[N:13]=1)(=[O:6])[C:2]([CH3:5])([CH3:4])[CH3:3]. The yield is 0.380.